Dataset: Catalyst prediction with 721,799 reactions and 888 catalyst types from USPTO. Task: Predict which catalyst facilitates the given reaction. (1) Reactant: [Li+].[B-](CC)(CC)CC.[Cl:9][C:10]1[CH:27]=[CH:26][C:13]2[N:14]([C:19]([O:21][C:22]([CH3:25])([CH3:24])[CH3:23])=[O:20])[C:15](=[O:18])[CH2:16][O:17][C:12]=2[CH:11]=1.C([O-])([O-])=O.[Na+].[Na+].OO. Product: [Cl:9][C:10]1[CH:27]=[CH:26][C:13]2[N:14]([C:19]([O:21][C:22]([CH3:23])([CH3:24])[CH3:25])=[O:20])[CH:15]([OH:18])[CH2:16][O:17][C:12]=2[CH:11]=1. The catalyst class is: 1. (2) Reactant: P([O-])([O-])([O-])=O.[K+].[K+].[K+].Br[C:10]1[CH:11]=[C:12]2[C:17]([NH:18][C@H:19]([CH3:24])[C:20]([F:23])([CH3:22])[CH3:21])=[C:16]([C:25]([NH2:27])=[O:26])[CH:15]=[N:14][N:13]2[CH:28]=1.[C:29]1(B(O)O)[CH:34]=[CH:33][CH:32]=[CH:31][CH:30]=1.CC(C1C=C(C(C)C)C(C2C=CC=CC=2P(C2CCCCC2)C2CCCCC2)=C(C(C)C)C=1)C. Product: [F:23][C:20]([CH3:22])([CH3:21])[C@H:19]([NH:18][C:17]1[C:12]2[N:13]([CH:28]=[C:10]([C:29]3[CH:34]=[CH:33][CH:32]=[CH:31][CH:30]=3)[CH:11]=2)[N:14]=[CH:15][C:16]=1[C:25]([NH2:27])=[O:26])[CH3:24]. The catalyst class is: 160. (3) Reactant: [CH2:1]([O:4][C:5](=[O:17])[NH:6][CH:7]1[CH2:11][C:10](=[O:12])[O:9][CH:8]1[O:13][CH2:14][CH2:15]Cl)[CH:2]=[CH2:3].[NH:18]1[CH2:23][CH2:22][O:21][CH2:20][CH2:19]1. Product: [CH2:1]([O:4][C:5](=[O:17])[NH:6][CH:7]1[CH2:11][C:10](=[O:12])[O:9][CH:8]1[O:13][CH2:14][CH2:15][N:18]1[CH2:23][CH2:22][O:21][CH2:20][CH2:19]1)[CH:2]=[CH2:3]. The catalyst class is: 3. (4) Reactant: [CH:1]1[C:13]2[CH2:12][C:11]3[C:6](=[CH:7][CH:8]=[CH:9][CH:10]=3)[C:5]=2[CH:4]=[CH:3][CH:2]=1.CCCCCC.C([Li])CCC.[C:25]([C:29]1[CH:30]=[C:31]([CH3:37])[C:32](=[C:34]([CH3:36])[CH3:35])[CH:33]=1)([CH3:28])([CH3:27])[CH3:26]. Product: [C:25]([C:29]1[CH:30]=[C:31]([CH3:37])[CH:32]([C:34]([C:1]2[C:13]3[CH2:12][C:11]4[C:6](=[CH:7][CH:8]=[CH:9][CH:10]=4)[C:5]=3[CH:4]=[CH:3][CH:2]=2)([CH3:36])[CH3:35])[CH:33]=1)([CH3:28])([CH3:27])[CH3:26]. The catalyst class is: 20. (5) Reactant: [C:1]([C:4]([N:6]([C:35]1[CH:40]=[CH:39][CH:38]=[CH:37][C:36]=1[C:41]([OH:43])=[O:42])[C:7]1[CH:29]=[CH:28][C:10]([CH2:11][C@@H:12]([C:14]([N:16]([C:22]([NH:24][CH:25]([CH3:27])[CH3:26])=[O:23])[CH2:17][CH2:18][CH2:19][CH2:20][CH3:21])=[O:15])[NH2:13])=[CH:9][C:8]=1/[CH:30]=[CH:31]/[C:32]([NH2:34])=[O:33])=[O:5])([OH:3])=[O:2]. Product: [C:1]([C:4]([N:6]([C:35]1[CH:40]=[CH:39][CH:38]=[CH:37][C:36]=1[C:41]([OH:43])=[O:42])[C:7]1[CH:29]=[CH:28][C:10]([CH2:11][C@@H:12]([C:14]([N:16]([C:22]([NH:24][CH:25]([CH3:26])[CH3:27])=[O:23])[CH2:17][CH2:18][CH2:19][CH2:20][CH3:21])=[O:15])[NH2:13])=[CH:9][C:8]=1[CH2:30][CH2:31][C:32]([NH2:34])=[O:33])=[O:5])([OH:3])=[O:2]. The catalyst class is: 381. (6) Reactant: [NH2:1][C@H:2]1[CH2:8][CH2:7][CH2:6][CH2:5][N:4]([CH2:9][C:10]2[CH:15]=[CH:14][CH:13]=[CH:12][CH:11]=2)[C:3]1=O.CC(C[AlH]CC(C)C)C.O.[OH-].[Na+]. Product: [CH2:9]([N:4]1[CH2:5][CH2:6][CH2:7][CH2:8][C@H:2]([NH2:1])[CH2:3]1)[C:10]1[CH:11]=[CH:12][CH:13]=[CH:14][CH:15]=1. The catalyst class is: 207.